This data is from NCI-60 drug combinations with 297,098 pairs across 59 cell lines. The task is: Regression. Given two drug SMILES strings and cell line genomic features, predict the synergy score measuring deviation from expected non-interaction effect. Drug 1: COC1=CC(=CC(=C1O)OC)C2C3C(COC3=O)C(C4=CC5=C(C=C24)OCO5)OC6C(C(C7C(O6)COC(O7)C8=CC=CS8)O)O. Drug 2: COC1=NC(=NC2=C1N=CN2C3C(C(C(O3)CO)O)O)N. Cell line: KM12. Synergy scores: CSS=12.3, Synergy_ZIP=-6.83, Synergy_Bliss=-8.79, Synergy_Loewe=-29.7, Synergy_HSA=-3.24.